This data is from Catalyst prediction with 721,799 reactions and 888 catalyst types from USPTO. The task is: Predict which catalyst facilitates the given reaction. (1) Reactant: [NH2:1][C:2]1[C:11]2[N:10]=[CH:9][C:8]([CH2:12][CH2:13][C:14]3[CH:19]=[CH:18][C:17]([C:20](=O)[CH3:21])=[CH:16][CH:15]=3)=[CH:7][C:6]=2[C:5]2[CH:23]=[CH:24][C:25]([CH3:27])=[CH:26][C:4]=2[N:3]=1.[NH:28]1[CH2:32][CH2:31][CH:30]([C:33]([OH:35])=[O:34])[CH2:29]1.C(O)(C(F)(F)F)=O. Product: [NH2:1][C:2]1[C:11]2[N:10]=[CH:9][C:8]([CH2:12][CH2:13][C:14]3[CH:19]=[CH:18][C:17]([CH:20]([N:28]4[CH2:32][CH2:31][CH:30]([C:33]([OH:35])=[O:34])[CH2:29]4)[CH3:21])=[CH:16][CH:15]=3)=[CH:7][C:6]=2[C:5]2[CH:23]=[CH:24][C:25]([CH3:27])=[CH:26][C:4]=2[N:3]=1. The catalyst class is: 15. (2) Reactant: [NH2:1][CH2:2][C:3]1[NH:4][C:5](=[O:13])[C:6]2[CH:12]=[CH:11][CH:10]=[N:9][C:7]=2[N:8]=1.CCN(C(C)C)C(C)C.[F:23][C:24]1[CH:29]=[CH:28][CH:27]=[CH:26][C:25]=1[CH2:30][CH2:31][S:32](Cl)(=[O:34])=[O:33]. The catalyst class is: 2. Product: [O:13]=[C:5]1[NH:4][C:3]([CH2:2][NH:1][S:32]([CH2:31][CH2:30][C:25]2[CH:26]=[CH:27][CH:28]=[CH:29][C:24]=2[F:23])(=[O:33])=[O:34])=[N:8][C:7]2[N:9]=[CH:10][CH:11]=[CH:12][C:6]1=2. (3) Reactant: [NH2:1][C:2]1[CH:3]=[C:4]2[C:9](=[C:10]([Cl:12])[CH:11]=1)[N:8]=[CH:7][C:6]([C:13]#[N:14])=[C:5]2[NH:15][C:16]1[CH:21]=[CH:20][C:19]([F:22])=[C:18]([Cl:23])[CH:17]=1.[CH2:24]([O:31][CH2:32][N:33]1[C:37]([CH:38]=O)=[C:36]([C:40]#[C:41][CH2:42][OH:43])[N:35]=[CH:34]1)[C:25]1[CH:30]=[CH:29][CH:28]=[CH:27][CH:26]=1.[BH3-]C#N.[Na+]. Product: [CH2:24]([O:31][CH2:32][N:33]1[C:37]([CH2:38][NH:1][C:2]2[CH:3]=[C:4]3[C:9](=[C:10]([Cl:12])[CH:11]=2)[N:8]=[CH:7][C:6]([C:13]#[N:14])=[C:5]3[NH:15][C:16]2[CH:21]=[CH:20][C:19]([F:22])=[C:18]([Cl:23])[CH:17]=2)=[C:36]([C:40]#[C:41][CH2:42][OH:43])[N:35]=[CH:34]1)[C:25]1[CH:30]=[CH:29][CH:28]=[CH:27][CH:26]=1. The catalyst class is: 14. (4) Reactant: Cl[C:2]1[C:3]([CH3:16])=[CH:4][C:5]2[N:6]([C:8]([C:11]([O:13][CH2:14][CH3:15])=[O:12])=[CH:9][N:10]=2)[N:7]=1.[F:17][C:18]([F:29])([F:28])[C:19]1[CH:24]=[CH:23][CH:22]=[CH:21][C:20]=1B(O)O.[O-]P([O-])([O-])=O.[K+].[K+].[K+].CC(C1C=C(C(C)C)C(C2C=CC=CC=2P(C2CCCCC2)C2CCCCC2)=C(C(C)C)C=1)C. The catalyst class is: 102. Product: [CH3:16][C:3]1[C:2]([C:20]2[CH:21]=[CH:22][CH:23]=[CH:24][C:19]=2[C:18]([F:29])([F:28])[F:17])=[N:7][N:6]2[C:8]([C:11]([O:13][CH2:14][CH3:15])=[O:12])=[CH:9][N:10]=[C:5]2[CH:4]=1. (5) Reactant: C([O:3][P:4]([CH2:9][CH2:10][CH2:11][N:12]1[CH2:17][CH2:16][O:15][CH:14]([C:18]2[CH:23]=[CH:22][C:21]([O:24][CH2:25][CH2:26][CH2:27][CH2:28][CH2:29][CH2:30][CH2:31][CH3:32])=[CH:20][CH:19]=2)[CH2:13]1)(=[O:8])[O:5]CC)C.Br[Si](C)(C)C. Product: [CH2:25]([O:24][C:21]1[CH:20]=[CH:19][C:18]([CH:14]2[O:15][CH2:16][CH2:17][N:12]([CH2:11][CH2:10][CH2:9][P:4](=[O:3])([OH:5])[OH:8])[CH2:13]2)=[CH:23][CH:22]=1)[CH2:26][CH2:27][CH2:28][CH2:29][CH2:30][CH2:31][CH3:32]. The catalyst class is: 2.